This data is from Forward reaction prediction with 1.9M reactions from USPTO patents (1976-2016). The task is: Predict the product of the given reaction. (1) Given the reactants [CH2:1]([N:4]([CH:16]([CH3:18])[CH3:17])[C:5]1[C:14]([Cl:15])=[CH:13][C:8]([C:9]([O:11]C)=[O:10])=[CH:7][N:6]=1)[CH:2]=[CH2:3].[Li+].[OH-], predict the reaction product. The product is: [CH2:1]([N:4]([CH:16]([CH3:18])[CH3:17])[C:5]1[C:14]([Cl:15])=[CH:13][C:8]([C:9]([OH:11])=[O:10])=[CH:7][N:6]=1)[CH:2]=[CH2:3]. (2) Given the reactants C(=O)C1C=CC=CC=1.OC1C=CC(C=O)=CC=1.BrCCBr.[Br:22][CH2:23][CH2:24][O:25][C:26]1[CH:31]=[CH:30][C:29]([CH:32]2[O:36][CH2:35][CH2:34][O:33]2)=[CH:28][CH:27]=1.C1(=O)[NH:41]C(=O)C2=CC=CC=C12.[K], predict the reaction product. The product is: [Br:22][CH2:23][CH2:24][O:25][C:26]1[CH:31]=[CH:30][C:29]([CH:32]=[O:33])=[CH:28][CH:27]=1.[O:33]1[CH2:34][CH2:35][O:36][CH:32]1[C:29]1[CH:30]=[CH:31][C:26]([O:25][CH2:24][CH2:23][NH2:41])=[CH:27][CH:28]=1. (3) Given the reactants [CH3:1][C:2]1[C:6]([C:7]([O:9]CC)=[O:8])=[CH:5][O:4][N:3]=1.O, predict the reaction product. The product is: [CH3:1][C:2]1[C:6]([C:7]([OH:9])=[O:8])=[CH:5][O:4][N:3]=1. (4) Given the reactants Cl[C:2]1[C:3](=[O:15])[N:4](C2CCCCO2)[N:5]=[CH:6][C:7]=1Cl.[F:16][C:17]1[CH:22]=[CH:21][CH:20]=[C:19]([F:23])[C:18]=1[OH:24].C[O:26][C:27](=[O:34])[CH:28](Br)[CH2:29][CH:30]([CH3:32])[CH3:31], predict the reaction product. The product is: [F:16][C:17]1[CH:22]=[CH:21][CH:20]=[C:19]([F:23])[C:18]=1[O:24][C:7]1[CH:6]=[N:5][N:4]([CH:28]([CH2:29][CH:30]([CH3:32])[CH3:31])[C:27]([OH:26])=[O:34])[C:3](=[O:15])[CH:2]=1. (5) Given the reactants [CH:1]([C:4]1[CH:26]=[CH:25][C:7]([CH2:8][C:9]2[C:22]([CH3:23])=[CH:21][C:20]([CH3:24])=[CH:19][C:10]=2[O:11][CH2:12][C:13](N2CC2C)=[O:14])=[CH:6][CH:5]=1)([CH3:3])[CH3:2].[CH2:27]([Mg]Br)[CH2:28][CH3:29].O, predict the reaction product. The product is: [CH:1]([C:4]1[CH:5]=[CH:6][C:7]([CH2:8][C:9]2[C:22]([CH3:23])=[CH:21][C:20]([CH3:24])=[CH:19][C:10]=2[O:11][CH2:12][C:13](=[O:14])[CH2:27][CH2:28][CH3:29])=[CH:25][CH:26]=1)([CH3:2])[CH3:3]. (6) Given the reactants C([O:3][C:4](=[O:30])[CH2:5][O:6][C:7]1[CH:12]=[CH:11][C:10]([O:13][CH2:14][CH2:15][C:16]2[N:17]=[C:18]([C:22]3[CH:27]=[CH:26][CH:25]=[CH:24][CH:23]=3)[O:19][C:20]=2[CH3:21])=[C:9]([CH2:28][CH3:29])[CH:8]=1)C.[OH-].[Na+], predict the reaction product. The product is: [CH2:28]([C:9]1[CH:8]=[C:7]([CH:12]=[CH:11][C:10]=1[O:13][CH2:14][CH2:15][C:16]1[N:17]=[C:18]([C:22]2[CH:23]=[CH:24][CH:25]=[CH:26][CH:27]=2)[O:19][C:20]=1[CH3:21])[O:6][CH2:5][C:4]([OH:30])=[O:3])[CH3:29].